From a dataset of hERG Central: cardiac toxicity at 1µM, 10µM, and general inhibition. Predict hERG channel inhibition at various concentrations. (1) The compound is CC(NC(=O)CN1CCN(CC(=O)Nc2ccccc2Cl)CC1)c1ccc(Br)cc1. Results: hERG_inhib (hERG inhibition (general)): blocker. (2) The molecule is CCN1CCN(CCCN(Cc2cccs2)C(=S)Nc2ccccc2C)CC1. Results: hERG_inhib (hERG inhibition (general)): blocker. (3) The drug is NC(=O)c1cc(S(=O)(=O)Nc2cccc(Cl)c2)cs1. Results: hERG_inhib (hERG inhibition (general)): blocker. (4) The compound is Cn1c(C(=O)N2CCN(c3ccc(Cl)cc3)CC2)cc2c(=O)[nH]c3ccccc3c21. Results: hERG_inhib (hERG inhibition (general)): blocker. (5) Results: hERG_inhib (hERG inhibition (general)): blocker. The compound is CCOC(=O)C1CCN(CC(O)COc2ccc(C(=O)CC)cc2)CC1.Cl.